Predict the reactants needed to synthesize the given product. From a dataset of Full USPTO retrosynthesis dataset with 1.9M reactions from patents (1976-2016). (1) Given the product [Cl:1][C:2]1[N:7]=[C:6]([N:19]([CH3:20])[C:13]2[C:12]3[C:16](=[CH:17][CH:18]=[C:10]([F:9])[CH:11]=3)[NH:15][N:14]=2)[CH:5]=[CH:4][N:3]=1, predict the reactants needed to synthesize it. The reactants are: [Cl:1][C:2]1[N:7]=[C:6](Cl)[CH:5]=[CH:4][N:3]=1.[F:9][C:10]1[CH:11]=[C:12]2[C:16](=[CH:17][CH:18]=1)[NH:15][N:14]=[C:13]2[NH:19][CH3:20].Cl. (2) Given the product [ClH:23].[NH2:8][C@@:9]1([C:37]([O:39][CH2:40][O:41][C:42]([O:44][CH:45]([CH3:47])[CH3:46])=[O:43])=[O:38])[C@H:14]([O:15][CH2:16][C:17]2[CH:22]=[CH:21][C:20]([Cl:23])=[C:19]([Cl:24])[CH:18]=2)[C@@H:13]([OH:25])[C@@H:12]2[C@H:10]1[C@H:11]2[C:26]([O:28][CH2:29][O:30][C:31]([O:33][CH:34]([CH3:35])[CH3:36])=[O:32])=[O:27], predict the reactants needed to synthesize it. The reactants are: C(OC([NH:8][C@@:9]1([C:37]([O:39][CH2:40][O:41][C:42]([O:44][CH:45]([CH3:47])[CH3:46])=[O:43])=[O:38])[C@H:14]([O:15][CH2:16][C:17]2[CH:22]=[CH:21][C:20]([Cl:23])=[C:19]([Cl:24])[CH:18]=2)[C@@H:13]([OH:25])[C@@H:12]2[C@H:10]1[C@H:11]2[C:26]([O:28][CH2:29][O:30][C:31]([O:33][CH:34]([CH3:36])[CH3:35])=[O:32])=[O:27])=O)(C)(C)C.Cl.O1CCOCC1. (3) Given the product [O:9]=[C:7]1[NH:6][C:5]2[CH:10]=[CH:11][C:2]([CH:23]=[O:22])=[CH:3][C:4]=2[O:8]1, predict the reactants needed to synthesize it. The reactants are: Br[C:2]1[CH:11]=[CH:10][C:5]2[NH:6][C:7](=[O:9])[O:8][C:4]=2[CH:3]=1.C([Li])CCC.C([Li])(CC)C.[O:22]1CCC[CH2:23]1.